Dataset: NCI-60 drug combinations with 297,098 pairs across 59 cell lines. Task: Regression. Given two drug SMILES strings and cell line genomic features, predict the synergy score measuring deviation from expected non-interaction effect. (1) Drug 1: CC=C1C(=O)NC(C(=O)OC2CC(=O)NC(C(=O)NC(CSSCCC=C2)C(=O)N1)C(C)C)C(C)C. Drug 2: C1=NNC2=C1C(=O)NC=N2. Cell line: MALME-3M. Synergy scores: CSS=41.1, Synergy_ZIP=-0.193, Synergy_Bliss=-4.55, Synergy_Loewe=-40.2, Synergy_HSA=-0.411. (2) Drug 1: CCCCCOC(=O)NC1=NC(=O)N(C=C1F)C2C(C(C(O2)C)O)O. Drug 2: CC(C)CN1C=NC2=C1C3=CC=CC=C3N=C2N. Cell line: SNB-75. Synergy scores: CSS=4.67, Synergy_ZIP=-1.80, Synergy_Bliss=-1.38, Synergy_Loewe=2.99, Synergy_HSA=-0.300. (3) Drug 1: CCN(CC)CCCC(C)NC1=C2C=C(C=CC2=NC3=C1C=CC(=C3)Cl)OC. Drug 2: C1CC(=O)NC(=O)C1N2C(=O)C3=CC=CC=C3C2=O. Cell line: SF-539. Synergy scores: CSS=50.3, Synergy_ZIP=3.00, Synergy_Bliss=-0.415, Synergy_Loewe=-23.3, Synergy_HSA=0.836.